This data is from Full USPTO retrosynthesis dataset with 1.9M reactions from patents (1976-2016). The task is: Predict the reactants needed to synthesize the given product. (1) Given the product [F:1][C:2]1[C:3]([CH2:9][N:10]2[C:39]3[N:40]=[CH:41][CH:42]=[CH:43][C:38]=3[S:37](=[O:45])(=[O:44])[N:36]([C:46]3[CH:51]=[CH:50][C:49]([O:52][CH3:53])=[C:48]([O:54][CH3:55])[CH:47]=3)[C:35]2=[O:56])=[N:4][CH:5]=[C:6]([F:8])[CH:7]=1, predict the reactants needed to synthesize it. The reactants are: [F:1][C:2]1[C:3]([CH2:9][NH2:10])=[N:4][CH:5]=[C:6]([F:8])[CH:7]=1.C(N1C=CN=C1)(N1C=CN=C1)=O.C(N(CC)CC)C.FC1C=C(OC)C=C(F)C=1CN1[C:39]2[N:40]=[CH:41][CH:42]=[CH:43][C:38]=2[S:37](=[O:45])(=[O:44])[N:36]([C:46]2[CH:51]=[CH:50][C:49]([O:52][CH3:53])=[C:48]([O:54][CH3:55])[CH:47]=2)[C:35]1=[O:56]. (2) Given the product [F:4][C@H:5]1[CH2:9][CH2:8][N:7]([CH2:11][CH2:12][O:13][CH2:14][CH2:15][OH:16])[CH2:6]1, predict the reactants needed to synthesize it. The reactants are: N#N.Cl.[F:4][C@H:5]1[CH2:9][CH2:8][NH:7][CH2:6]1.Cl[CH2:11][CH2:12][O:13][CH2:14][CH2:15][OH:16].C([O-])([O-])=O.[K+].[K+]. (3) Given the product [ClH:7].[CH3:46][N:9]([CH3:8])[C:10]1[CH:15]=[CH:14][C:13]([CH2:16][CH2:17][O:18][C:19]2[CH:45]=[CH:44][C:22]([C:23]([NH:25]/[C:26](/[C:38]([NH:40][CH2:41][CH2:42][OH:43])=[O:39])=[CH:27]\[C:28]3[CH:33]=[CH:32][C:31]([O:34][CH:35]([CH3:37])[CH3:36])=[CH:30][CH:29]=3)=[O:24])=[CH:21][CH:20]=2)=[CH:12][CH:11]=1, predict the reactants needed to synthesize it. The reactants are: C(OC(=O)C)C.[ClH:7].[CH3:8][N:9]([CH3:46])[C:10]1[CH:15]=[CH:14][C:13]([CH2:16][CH2:17][O:18][C:19]2[CH:45]=[CH:44][C:22]([C:23]([NH:25]/[C:26](/[C:38]([NH:40][CH2:41][CH2:42][OH:43])=[O:39])=[CH:27]\[C:28]3[CH:33]=[CH:32][C:31]([O:34][CH:35]([CH3:37])[CH3:36])=[CH:30][CH:29]=3)=[O:24])=[CH:21][CH:20]=2)=[CH:12][CH:11]=1. (4) Given the product [C:17]([NH2:1])(=[O:18])[C:16]1[CH:20]=[CH:21][CH:13]=[CH:14][CH:15]=1, predict the reactants needed to synthesize it. The reactants are: [NH2:1]C1SC(C)=NN=1.C(O[C:13]1[C:21](OC)=[CH:20][C:16]([C:17](O)=[O:18])=[CH:15][C:14]=1OC)CCC.C(N(C(C)C)CC)(C)C.C[NH3+].F[P-](F)(F)(F)(F)F.N1(OC(N(C)C)=[N+](C)C)C2N=CC=CC=2N=N1.F[P-](F)(F)(F)(F)F. (5) Given the product [CH3:1][O:2][C:3](=[O:30])[CH2:4][CH:5]([N:19]1[CH2:27][C:26]2[C:21](=[C:22]([NH:28][C:34]([CH:31]3[CH2:33][CH2:32]3)=[O:35])[CH:23]=[CH:24][CH:25]=2)[C:20]1=[O:29])[C:6]1[CH:11]=[CH:10][C:9]([O:12][CH:13]([F:15])[F:14])=[C:8]([O:16][CH2:17][CH3:18])[CH:7]=1, predict the reactants needed to synthesize it. The reactants are: [CH3:1][O:2][C:3](=[O:30])[CH2:4][CH:5]([N:19]1[CH2:27][C:26]2[C:21](=[C:22]([NH2:28])[CH:23]=[CH:24][CH:25]=2)[C:20]1=[O:29])[C:6]1[CH:11]=[CH:10][C:9]([O:12][CH:13]([F:15])[F:14])=[C:8]([O:16][CH2:17][CH3:18])[CH:7]=1.[CH:31]1([C:34](Cl)=[O:35])[CH2:33][CH2:32]1.